This data is from Choline transporter screen with 302,306 compounds. The task is: Binary Classification. Given a drug SMILES string, predict its activity (active/inactive) in a high-throughput screening assay against a specified biological target. (1) The drug is o1nc(c2CCc3c(c12)cccc3)C(=O)NCCc1ccccc1. The result is 0 (inactive). (2) The compound is O=C(NC1CCCCC1)CCCOc1cc(ccc1)C. The result is 0 (inactive). (3) The molecule is Clc1c(C(=O)Nc2ncc(NC(=O)c3occc3)cc2)cccc1. The result is 0 (inactive). (4) The drug is Fc1c2oc(C(=O)N3CCN(C(=O)C3)Cc3cc(OC)ccc3)c(c2ccc1)C. The result is 0 (inactive). (5) The drug is O=C(Nc1c2c(nccc2)ccc1)c1cc(NC(=O)C)ccc1. The result is 0 (inactive). (6) The compound is O=C(N\N=C\c1c2c(ccc1)cccc2)Cn1nc(nn1)N. The result is 0 (inactive). (7) The molecule is S(=O)(=O)(Nc1ccc(cc1)C)c1cc(C(=O)N2CCN(CC2)CC)ccc1OC. The result is 0 (inactive).